Dataset: Full USPTO retrosynthesis dataset with 1.9M reactions from patents (1976-2016). Task: Predict the reactants needed to synthesize the given product. (1) Given the product [CH3:55][N:56]([CH3:58])[NH:57][C:21]([C:18]1[CH:17]=[CH:16][C:15]([O:14][CH2:13][C:3]2[C:4]([C:7]3[CH:8]=[CH:9][CH:10]=[CH:11][CH:12]=3)=[N:5][O:6][C:2]=2[CH3:1])=[CH:20][N:19]=1)=[O:23], predict the reactants needed to synthesize it. The reactants are: [CH3:1][C:2]1[O:6][N:5]=[C:4]([C:7]2[CH:12]=[CH:11][CH:10]=[CH:9][CH:8]=2)[C:3]=1[CH2:13][O:14][C:15]1[CH:16]=[CH:17][C:18]([C:21]([OH:23])=O)=[N:19][CH:20]=1.F[B-](F)(F)F.N1(OC(N(C)C)=[N+](C)C)C2C=CC=CC=2N=N1.C(N(CC)C(C)C)(C)C.[CH3:55][N:56]([CH3:58])[NH2:57]. (2) Given the product [CH3:40][O:39][C:36]1[N:35]=[CH:34][C:33]([C:29]2[CH:30]=[C:31]([NH:32][C:5](=[O:7])[CH2:4][CH:3]([CH3:2])[CH2:8][N:9]3[CH2:13][CH2:12][CH2:11][CH2:10]3)[NH:27][N:28]=2)=[CH:38][CH:37]=1, predict the reactants needed to synthesize it. The reactants are: Cl.[CH3:2][CH:3]([CH2:8][N:9]1[CH2:13][CH2:12][CH2:11][CH2:10]1)[CH2:4][C:5]([OH:7])=O.C(Cl)(=O)C(Cl)=O.C(OC([N:27]1[C:31]([NH2:32])=[CH:30][C:29]([C:33]2[CH:34]=[N:35][C:36]([O:39][CH3:40])=[CH:37][CH:38]=2)=[N:28]1)=O)(C)(C)C.Cl. (3) Given the product [Cl:19][C:20]1[CH:28]=[CH:27][C:23]([C:24]([O:1][NH:2][C:3](=[O:11])[O:4][C:5]2[CH:10]=[CH:9][CH:8]=[CH:7][CH:6]=2)=[O:25])=[CH:22][CH:21]=1, predict the reactants needed to synthesize it. The reactants are: [OH:1][NH:2][C:3](=[O:11])[O:4][C:5]1[CH:10]=[CH:9][CH:8]=[CH:7][CH:6]=1.C(N(CC)CC)C.[Cl:19][C:20]1[CH:28]=[CH:27][C:23]([C:24](Cl)=[O:25])=[CH:22][CH:21]=1.C(OCC)(=O)C. (4) Given the product [Cl:7][C:8]1[CH:9]=[C:10]([C:15]([C@H:17]2[CH2:19][C@@H:18]2[C:20]([O:22][CH2:1][CH:30]([CH3:29])[CH3:31])=[O:21])=[O:16])[CH:11]=[CH:12][C:13]=1[Cl:14], predict the reactants needed to synthesize it. The reactants are: [C:1](Cl)(=O)C(Cl)=O.[Cl:7][C:8]1[CH:9]=[C:10]([C:15]([C@H:17]2[CH2:19][C@@H:18]2[C:20]([OH:22])=[O:21])=[O:16])[CH:11]=[CH:12][C:13]=1[Cl:14].CN(C=O)C.C(O)[CH2:29][CH2:30][CH3:31].